Dataset: Forward reaction prediction with 1.9M reactions from USPTO patents (1976-2016). Task: Predict the product of the given reaction. Given the reactants [S:1]1[CH:5]=[CH:4][C:3]2[CH:6](O)[C:7]3[CH:14]=[CH:13][CH:12]=[CH:11][C:8]=3[CH2:9][CH2:10][C:2]1=2.[CH2:16]([Si](C)(C)C)[CH:17]=[CH2:18], predict the reaction product. The product is: [CH2:18]([CH:6]1[C:3]2[CH:4]=[CH:5][S:1][C:2]=2[CH2:10][CH2:9][C:8]2[CH:11]=[CH:12][CH:13]=[CH:14][C:7]1=2)[CH:17]=[CH2:16].